This data is from Full USPTO retrosynthesis dataset with 1.9M reactions from patents (1976-2016). The task is: Predict the reactants needed to synthesize the given product. (1) Given the product [CH:1]1([CH2:6][CH:7]([C:11]2[CH:16]=[CH:15][C:14]([N+:17]([O-:19])=[O:18])=[CH:13][CH:12]=2)[C:8]([NH:26][C:27]2[CH:32]=[CH:31][CH:30]=[CH:29][N:28]=2)=[O:10])[CH2:2][CH2:3][CH2:4][CH2:5]1, predict the reactants needed to synthesize it. The reactants are: [CH:1]1([CH2:6][CH:7]([C:11]2[CH:16]=[CH:15][C:14]([N+:17]([O-:19])=[O:18])=[CH:13][CH:12]=2)[C:8]([OH:10])=O)[CH2:5][CH2:4][CH2:3][CH2:2]1.C(Cl)(=O)C(Cl)=O.[NH2:26][C:27]1[CH:32]=[CH:31][CH:30]=[CH:29][N:28]=1.C(N(CC)C(C)C)(C)C. (2) Given the product [CH2:26]([N:10]1[C:9]2[N:8]=[C:7]([CH2:6][C:5]3[CH:4]=[CH:3][C:2]([NH:1][S:41]([C:37]4[C:34]5=[N:35][O:36][N:32]=[C:33]5[CH:40]=[CH:39][CH:38]=4)(=[O:43])=[O:42])=[CH:31][CH:30]=3)[NH:15][C:14]=2[C:13](=[O:16])[N:12]([CH2:17][C:18]2[CH:23]=[CH:22][CH:21]=[CH:20][C:19]=2[F:24])[C:11]1=[O:25])[CH2:27][CH2:28][CH3:29], predict the reactants needed to synthesize it. The reactants are: [NH2:1][C:2]1[CH:31]=[CH:30][C:5]([CH2:6][C:7]2[NH:15][C:14]3[C:13](=[O:16])[N:12]([CH2:17][C:18]4[CH:23]=[CH:22][CH:21]=[CH:20][C:19]=4[F:24])[C:11](=[O:25])[N:10]([CH2:26][CH2:27][CH2:28][CH3:29])[C:9]=3[N:8]=2)=[CH:4][CH:3]=1.[N:32]1[O:36][N:35]=[C:34]2[C:37]([S:41](Cl)(=[O:43])=[O:42])=[CH:38][CH:39]=[CH:40][C:33]=12. (3) Given the product [I-:10].[Br:1][C:2]1[CH:7]=[CH:6][CH:5]=[CH:4][C:3]=1[CH2:8][CH2:9][P+:17]([C:18]1[CH:19]=[CH:20][CH:21]=[CH:22][CH:23]=1)([C:24]1[CH:29]=[CH:28][CH:27]=[CH:26][CH:25]=1)[C:11]1[CH:12]=[CH:13][CH:14]=[CH:15][CH:16]=1, predict the reactants needed to synthesize it. The reactants are: [Br:1][C:2]1[CH:7]=[CH:6][CH:5]=[CH:4][C:3]=1[CH2:8][CH2:9][I:10].[C:11]1([P:17]([C:24]2[CH:29]=[CH:28][CH:27]=[CH:26][CH:25]=2)[C:18]2[CH:23]=[CH:22][CH:21]=[CH:20][CH:19]=2)[CH:16]=[CH:15][CH:14]=[CH:13][CH:12]=1. (4) Given the product [Cl:1][C:2]1[CH:33]=[CH:32][C:5]([CH2:6][N:7]2[C:15]3[C:10](=[CH:11][C:12]([CH:16]=[C:17]4[S:21][C:20]([N:22]([CH3:23])[C@H:24]5[CH2:29][CH2:28][N:27]([CH2:45][C:46]([NH2:48])=[O:47])[CH2:26][C@H:25]5[F:30])=[N:19][C:18]4=[O:31])=[CH:13][CH:14]=3)[CH:9]=[N:8]2)=[C:4]([C:34]([F:36])([F:37])[F:35])[CH:3]=1, predict the reactants needed to synthesize it. The reactants are: [Cl:1][C:2]1[CH:33]=[CH:32][C:5]([CH2:6][N:7]2[C:15]3[C:10](=[CH:11][C:12]([CH:16]=[C:17]4[S:21][C:20]([N:22]([C@H:24]5[CH2:29][CH2:28][NH:27][CH2:26][C@H:25]5[F:30])[CH3:23])=[N:19][C:18]4=[O:31])=[CH:13][CH:14]=3)[CH:9]=[N:8]2)=[C:4]([C:34]([F:37])([F:36])[F:35])[CH:3]=1.C(=O)([O-])[O-].[K+].[K+].Br[CH2:45][C:46]([NH2:48])=[O:47]. (5) Given the product [C:1]([CH:8]([NH2:15])[CH:9]1[CH2:10][CH2:11][N:12]([CH:16]2[CH2:20][CH2:19][CH2:18][CH2:17]2)[CH2:13][CH2:14]1)([O:3][C:4]([CH3:7])([CH3:6])[CH3:5])=[O:2], predict the reactants needed to synthesize it. The reactants are: [C:1]([CH:8]([NH2:15])[CH:9]1[CH2:14][CH2:13][NH:12][CH2:11][CH2:10]1)([O:3][C:4]([CH3:7])([CH3:6])[CH3:5])=[O:2].[C:16]1(=O)[CH2:20][CH2:19][CH2:18][CH2:17]1. (6) Given the product [ClH:21].[O:1]=[C:2]1[CH2:9][CH:8]2[CH:4]([CH2:5][CH:6]([NH:10][CH2:11][C:12]([N:14]3[CH2:18][CH2:17][CH2:16][CH:15]3[C:19]#[N:20])=[O:13])[CH2:7]2)[CH2:3]1, predict the reactants needed to synthesize it. The reactants are: [O:1]=[C:2]1[CH2:9][CH:8]2[CH:4]([CH2:5][CH:6]([NH:10][CH2:11][C:12]([N:14]3[CH2:18][CH2:17][CH2:16][CH:15]3[C:19]#[N:20])=[O:13])[CH2:7]2)[CH2:3]1.[ClH:21]. (7) Given the product [CH:1]1([S:4]([C:7]([C:10]2[CH:15]=[C:14]([N:16]3[CH2:21][CH2:20][O:19][CH2:18][C@@H:17]3[CH3:22])[N:13]=[C:12]([C:23]3[CH:28]=[CH:27][C:26]([NH:29][C:30]([NH:47][CH3:46])=[O:38])=[CH:25][CH:24]=3)[N:11]=2)([CH3:8])[CH3:9])(=[O:5])=[O:6])[CH2:3][CH2:2]1, predict the reactants needed to synthesize it. The reactants are: [CH:1]1([S:4]([C:7]([C:10]2[CH:15]=[C:14]([N:16]3[CH2:21][CH2:20][O:19][CH2:18][C@@H:17]3[CH3:22])[N:13]=[C:12]([C:23]3[CH:28]=[CH:27][C:26]([NH:29][C:30](=[O:38])OC4C=CC=CC=4)=[CH:25][CH:24]=3)[N:11]=2)([CH3:9])[CH3:8])(=[O:6])=[O:5])[CH2:3][CH2:2]1.C1(S(C[C:46]2C=C(N3CCOC[C@@H]3C)N=C(C3C=CC(NC(=O)OC4C=CC=CC=4)=CC=3)[N:47]=2)(=O)=O)CC1.